This data is from Forward reaction prediction with 1.9M reactions from USPTO patents (1976-2016). The task is: Predict the product of the given reaction. Given the reactants [NH2:1][C:2]1[CH:3]=[CH:4][C:5]2[O:9][CH2:8][C:7](=[O:10])[C:6]=2[CH:11]=1.C(N(CC)CC)C.ClC(Cl)(O[C:23](=[O:29])OC(Cl)(Cl)Cl)Cl.[NH2:31][C:32]1[CH:37]=[CH:36][C:35]([NH:38][C:39](=[O:45])[CH2:40][CH2:41][N:42]([CH3:44])[CH3:43])=[CH:34][CH:33]=1, predict the reaction product. The product is: [CH3:44][N:42]([CH3:43])[CH2:41][CH2:40][C:39]([NH:38][C:35]1[CH:34]=[CH:33][C:32]([NH:31][C:23]([NH:1][C:2]2[CH:3]=[CH:4][C:5]3[O:9][CH2:8][C:7](=[O:10])[C:6]=3[CH:11]=2)=[O:29])=[CH:37][CH:36]=1)=[O:45].